Dataset: Full USPTO retrosynthesis dataset with 1.9M reactions from patents (1976-2016). Task: Predict the reactants needed to synthesize the given product. Given the product [CH3:30][C:27]1[CH:28]=[CH:29][N:16]2[C:17]=1[C:18](=[O:26])[N:19]([C:20]1[CH:25]=[CH:24][CH:23]=[CH:22][CH:21]=1)[C:14]([C@@H:12]([NH:11][C:9]1[C:10]3[C:2]([C:47]4[CH:55]=[C:54]([NH:56][S:57]([CH3:60])(=[O:58])=[O:59])[CH:53]=[C:52]5[C:48]=4[CH:49]=[CH:50][NH:51]5)=[CH:3][N:4]([CH2:31][O:32][CH2:33][CH2:34][Si:35]([CH3:36])([CH3:38])[CH3:37])[C:5]=3[N:6]=[CH:7][N:8]=1)[CH3:13])=[N:15]2, predict the reactants needed to synthesize it. The reactants are: Br[C:2]1[C:10]2[C:9]([NH:11][C@H:12]([C:14]3[N:19]([C:20]4[CH:25]=[CH:24][CH:23]=[CH:22][CH:21]=4)[C:18](=[O:26])[C:17]4=[C:27]([CH3:30])[CH:28]=[CH:29][N:16]4[N:15]=3)[CH3:13])=[N:8][CH:7]=[N:6][C:5]=2[N:4]([CH2:31][O:32][CH2:33][CH2:34][Si:35]([CH3:38])([CH3:37])[CH3:36])[CH:3]=1.CC1(C)C(C)(C)OB([C:47]2[CH:55]=[C:54]([NH:56][S:57]([CH3:60])(=[O:59])=[O:58])[CH:53]=[C:52]3[C:48]=2[CH:49]=[CH:50][NH:51]3)O1.C(=O)([O-])[O-].[Na+].[Na+].